Dataset: Full USPTO retrosynthesis dataset with 1.9M reactions from patents (1976-2016). Task: Predict the reactants needed to synthesize the given product. (1) Given the product [NH2:32][C@@H:31]([CH2:30][CH:29]([CH3:42])[CH3:28])[C:52]([N:50]([C@H:51]1[CH2:13][CH2:12][N:11]([C:8]2[CH:9]=[CH:10][N:5]3[N:4]=[CH:3][C:2]([Br:1])=[C:6]3[N:7]=2)[CH2:15]1)[CH3:49])=[O:53], predict the reactants needed to synthesize it. The reactants are: [Br:1][C:2]1[CH:3]=[N:4][N:5]2[CH:10]=[CH:9][C:8]([N:11]3[CH2:15]C[C@H:13](NC)[CH2:12]3)=[N:7][C:6]=12.CN(C(ON1N=N[C:28]2[CH:29]=[CH:30][CH:31]=[N:32]C1=2)=[N+](C)C)C.F[P-](F)(F)(F)(F)F.[CH2:42](N(CC)CC)C.[CH3:49][N:50]([CH:52]=[O:53])[CH3:51]. (2) Given the product [C:1]([C:5]1[N:10]=[C:9]([N:11]2[CH2:12][CH2:13][N:14]([CH2:17][C@@H:18]([CH3:21])[CH2:19][O:20][C:35]3[N:40]=[C:39]([O:41][C:42](=[O:49])[C:43]4[CH:48]=[CH:47][CH:46]=[CH:45][CH:44]=4)[CH:38]=[CH:37][N:36]=3)[CH2:15][CH2:16]2)[CH:8]=[C:7]([CH:22]2[CH2:25][CH2:24][CH2:23]2)[N:6]=1)([CH3:2])([CH3:3])[CH3:4], predict the reactants needed to synthesize it. The reactants are: [C:1]([C:5]1[N:10]=[C:9]([N:11]2[CH2:16][CH2:15][N:14]([CH2:17][C@@H:18]([CH3:21])[CH2:19][OH:20])[CH2:13][CH2:12]2)[CH:8]=[C:7]([CH:22]2[CH2:25][CH2:24][CH2:23]2)[N:6]=1)([CH3:4])([CH3:3])[CH3:2].C([Li])CCC.CS([C:35]1[N:40]=[C:39]([O:41][CH2:42][C:43]2[CH:48]=[CH:47][CH:46]=[CH:45][CH:44]=2)[CH:38]=[CH:37][N:36]=1)(=O)=O.[OH2:49]. (3) Given the product [Br:1][C:2]1[CH:9]=[CH:8][C:5]([CH:6]=[N:15][C:11]([CH3:14])([CH3:13])[CH3:12])=[C:4]([F:10])[CH:3]=1, predict the reactants needed to synthesize it. The reactants are: [Br:1][C:2]1[CH:9]=[CH:8][C:5]([CH:6]=O)=[C:4]([F:10])[CH:3]=1.[C:11]([NH2:15])([CH3:14])([CH3:13])[CH3:12].[O-]S([O-])(=O)=O.[Mg+2]. (4) Given the product [F:27][CH2:26][CH2:25][CH2:24][CH2:23][CH2:22][O:1][C:2]1[CH:7]=[CH:6][C:5]([C:8]([N:10]2[CH2:14][CH2:13][CH2:12][C@H:11]2[CH2:15][N:16]2[CH2:17][CH2:18][CH2:19][CH2:20]2)=[O:9])=[CH:4][CH:3]=1, predict the reactants needed to synthesize it. The reactants are: [OH:1][C:2]1[CH:7]=[CH:6][C:5]([C:8]([N:10]2[CH2:14][CH2:13][CH2:12][C@H:11]2[CH2:15][N:16]2[CH2:20][CH2:19][CH2:18][CH2:17]2)=[O:9])=[CH:4][CH:3]=1.Br[CH2:22][CH2:23][CH2:24][CH2:25][CH2:26][F:27]. (5) Given the product [CH3:10][CH:9]([CH3:11])[C:8]([NH:7][C:3]1[CH:2]=[N:1][CH:6]=[CH:5][C:4]=1[I:27])=[O:13], predict the reactants needed to synthesize it. The reactants are: [N:1]1[CH:6]=[CH:5][CH:4]=[C:3]([NH:7][C:8](=[O:13])[C:9](C)([CH3:11])[CH3:10])[CH:2]=1.CN(C)CCN(C)C.C([Li])CCC.[I:27]I. (6) Given the product [CH:18]1[C:28]2[CH2:27][CH2:26][C:25]3[CH:29]=[CH:30][CH:31]=[CH:32][C:24]=3[CH:23]([N:33]3[CH2:38][CH2:37][CH:36]([CH2:39][CH2:40][CH2:41][CH2:42][NH:43][C:9](=[O:11])[CH:8]=[CH:7][C:3]4[CH:2]=[N:1][CH:6]=[CH:5][CH:4]=4)[CH2:35][CH2:34]3)[C:22]=2[CH:21]=[CH:20][CH:19]=1, predict the reactants needed to synthesize it. The reactants are: [N:1]1[CH:6]=[CH:5][CH:4]=[C:3]([CH:7]=[CH:8][C:9]([OH:11])=O)[CH:2]=1.C(Cl)(=O)C(Cl)=O.[CH:18]1[C:28]2[CH2:27][CH2:26][C:25]3[CH:29]=[CH:30][CH:31]=[CH:32][C:24]=3[CH:23]([N:33]3[CH2:38][CH2:37][CH:36]([CH2:39][CH2:40][CH2:41][CH2:42][NH2:43])[CH2:35][CH2:34]3)[C:22]=2[CH:21]=[CH:20][CH:19]=1. (7) Given the product [Br:1][C:2]1[CH:3]=[CH:4][C:5]([CH:8]([C:16]2[CH:21]=[CH:20][CH:19]=[CH:18][C:17]=2[CH3:22])[CH2:9][C:10]([C:24]2[CH:25]=[C:26]3[C:31](=[CH:32][CH:33]=2)[N:30]=[CH:29][CH:28]=[CH:27]3)=[O:11])=[CH:6][CH:7]=1, predict the reactants needed to synthesize it. The reactants are: [Br:1][C:2]1[CH:7]=[CH:6][C:5]([CH:8]([C:16]2[CH:21]=[CH:20][CH:19]=[CH:18][C:17]=2[CH3:22])[CH2:9][C:10](N(OC)C)=[O:11])=[CH:4][CH:3]=1.Br[C:24]1[CH:25]=[C:26]2[C:31](=[CH:32][CH:33]=1)[N:30]=[CH:29][CH:28]=[CH:27]2. (8) Given the product [CH3:1][C:2]1([CH3:8])[CH:3]([C:4]([O:6][CH3:7])=[O:5])[C:18](=[O:19])[C:17](=[O:22])[N:9]1[CH2:10][C:11]1[CH:16]=[CH:15][CH:14]=[CH:13][CH:12]=1, predict the reactants needed to synthesize it. The reactants are: [CH3:1][C:2]([N:9]([C:17](=[O:22])[C:18](OC)=[O:19])[CH2:10][C:11]1[CH:16]=[CH:15][CH:14]=[CH:13][CH:12]=1)([CH3:8])[CH2:3][C:4]([O:6][CH3:7])=[O:5].C[O-].[Na+]. (9) Given the product [CH3:29][O:28][C:4]1[CH:3]=[C:2]([N:36]2[CH2:37][C:34]3([N:33]([CH3:32])[CH2:40][CH2:39][CH2:38]3)[CH2:35]2)[C:7]([N+:8]([O-:10])=[O:9])=[CH:6][C:5]=1[NH:11][C:12]1[N:17]=[C:16]([C:18]2[C:26]3[C:21](=[CH:22][CH:23]=[CH:24][CH:25]=3)[N:20]([CH3:27])[CH:19]=2)[CH:15]=[CH:14][N:13]=1, predict the reactants needed to synthesize it. The reactants are: F[C:2]1[C:7]([N+:8]([O-:10])=[O:9])=[CH:6][C:5]([NH:11][C:12]2[N:17]=[C:16]([C:18]3[C:26]4[C:21](=[CH:22][CH:23]=[CH:24][CH:25]=4)[N:20]([CH3:27])[CH:19]=3)[CH:15]=[CH:14][N:13]=2)=[C:4]([O:28][CH3:29])[CH:3]=1.Cl.Cl.[CH3:32][N:33]1[CH2:40][CH2:39][CH2:38][C:34]21[CH2:37][NH:36][CH2:35]2.CCN(C(C)C)C(C)C. (10) Given the product [Cl:24][C:15]1[CH:16]=[C:17]([Cl:23])[CH:18]=[C:19]([O:20][CH2:21][CH3:22])[C:14]=1[C:4]1[C:5]2[CH:13]=[CH:12][CH:11]=[CH:10][C:6]=2[NH:7][C:8](=[O:9])[CH:2]([NH:1][C:31](=[O:32])[C:30]2[CH:34]=[C:26]([F:25])[CH:27]=[CH:28][C:29]=2[O:35][CH2:36][CH2:37][O:38][CH3:39])[N:3]=1, predict the reactants needed to synthesize it. The reactants are: [NH2:1][CH:2]1[C:8](=[O:9])[NH:7][C:6]2[CH:10]=[CH:11][CH:12]=[CH:13][C:5]=2[C:4]([C:14]2[C:19]([O:20][CH2:21][CH3:22])=[CH:18][C:17]([Cl:23])=[CH:16][C:15]=2[Cl:24])=[N:3]1.[F:25][C:26]1[CH:27]=[CH:28][C:29]([O:35][CH2:36][CH2:37][O:38][CH3:39])=[C:30]([CH:34]=1)[C:31](O)=[O:32].